Dataset: Catalyst prediction with 721,799 reactions and 888 catalyst types from USPTO. Task: Predict which catalyst facilitates the given reaction. (1) Reactant: [CH:1]1(O)[C:11]2=[C:12]3[C:7](=[CH:8][CH:9]=[CH:10]2)[CH:6]=[CH:5][CH:4]=[C:3]3[CH2:2]1.P(Br)(Br)[Br:15]. Product: [Br:15][CH:1]1[C:11]2=[C:12]3[C:7](=[CH:8][CH:9]=[CH:10]2)[CH:6]=[CH:5][CH:4]=[C:3]3[CH2:2]1. The catalyst class is: 27. (2) Reactant: [O:1]1[CH2:6][CH2:5][CH2:4][O:3][CH:2]1[C:7]1[C:12]2[O:13][C:14](=[O:27])[C:15]3[CH2:16][N:17](C(OCC=C)=O)[CH2:18][CH2:19][C:20]=3[C:11]=2[CH:10]=[CH:9][C:8]=1[OH:28].C1([SiH3])C=CC=CC=1. Product: [O:1]1[CH2:6][CH2:5][CH2:4][O:3][CH:2]1[C:7]1[C:12]2[O:13][C:14](=[O:27])[C:15]3[CH2:16][NH:17][CH2:18][CH2:19][C:20]=3[C:11]=2[CH:10]=[CH:9][C:8]=1[OH:28]. The catalyst class is: 532. (3) Reactant: [CH:1]1([N:4]2[C:13]3[C:8](=[CH:9][C:10]([F:15])=[C:11]([OH:14])[CH:12]=3)[C:7](=[O:16])[C:6]([C:17]([O-:19])=[O:18])=[CH:5]2)[CH2:3][CH2:2]1.[F:20][C:21]([F:34])([F:33])[S:22](O[S:22]([C:21]([F:34])([F:33])[F:20])(=[O:24])=[O:23])(=[O:24])=[O:23].[CH2:35](O)[C:36]1[CH:41]=[CH:40][CH:39]=[CH:38][CH:37]=1.O. Product: [CH2:35]([O:18][C:17]([C:6]1[C:7](=[O:16])[C:8]2[C:13](=[CH:12][C:11]([O:14][S:22]([C:21]([F:34])([F:33])[F:20])(=[O:24])=[O:23])=[C:10]([F:15])[CH:9]=2)[N:4]([CH:1]2[CH2:2][CH2:3]2)[CH:5]=1)=[O:19])[C:36]1[CH:41]=[CH:40][CH:39]=[CH:38][CH:37]=1. The catalyst class is: 17. (4) Reactant: [CH3:1][C:2]1([NH2:8])[CH2:7][CH2:6][NH:5][CH2:4][CH2:3]1.Cl[C:10]1[N:11](C(=O)C)[CH2:12][C:13]2[N:19]=[C:18]([Cl:20])[N:17]=[C:16]([NH:21][C:22]3[CH:27]=[CH:26][C:25]([F:28])=[C:24]([Cl:29])[CH:23]=3)[C:14]=2[N:15]=1.[OH-].[Na+]. Product: [NH2:8][C:2]1([CH3:1])[CH2:7][CH2:6][N:5]([C:10]2[NH:11][CH2:12][C:13]3[N:19]=[C:18]([Cl:20])[N:17]=[C:16]([NH:21][C:22]4[CH:27]=[CH:26][C:25]([F:28])=[C:24]([Cl:29])[CH:23]=4)[C:14]=3[N:15]=2)[CH2:4][CH2:3]1. The catalyst class is: 5. (5) The catalyst class is: 14. Reactant: C([O:3][C:4](=[O:20])[C:5]([N:8]([CH:10]1[CH2:15][CH2:14][N:13]([S:16]([CH3:19])(=[O:18])=[O:17])[CH2:12][CH2:11]1)[CH3:9])([CH3:7])[CH3:6])C.[OH-].[Na+]. Product: [CH3:19][S:16]([N:13]1[CH2:14][CH2:15][CH:10]([N:8]([CH3:9])[C:5]([CH3:6])([CH3:7])[C:4]([OH:20])=[O:3])[CH2:11][CH2:12]1)(=[O:18])=[O:17]. (6) Reactant: [C:1](Cl)(=[O:3])[CH3:2].[NH:5]1[CH2:8][CH:7]([C:9]2[CH:14]=[CH:13][C:12]([C@H:15]([C:26]3[CH:31]=[CH:30][CH:29]=[CH:28][C:27]=3[CH3:32])[CH2:16][C:17]([C:19]3[CH:24]=[CH:23][N:22]=[C:21]([CH3:25])[CH:20]=3)=[O:18])=[CH:11][CH:10]=2)[CH2:6]1.C(N(CC)C(C)C)(C)C. Product: [C:1]([N:5]1[CH2:8][CH:7]([C:9]2[CH:14]=[CH:13][C:12]([C@H:15]([C:26]3[CH:31]=[CH:30][CH:29]=[CH:28][C:27]=3[CH3:32])[CH2:16][C:17]([C:19]3[CH:24]=[CH:23][N:22]=[C:21]([CH3:25])[CH:20]=3)=[O:18])=[CH:11][CH:10]=2)[CH2:6]1)(=[O:3])[CH3:2]. The catalyst class is: 4. (7) Reactant: [C:9](O[C:9]([O:11][C:12]([CH3:15])([CH3:14])[CH3:13])=[O:10])([O:11][C:12]([CH3:15])([CH3:14])[CH3:13])=[O:10].C(N(CC)CC)C.[NH:23]1[CH2:28][CH2:27][CH:26]([CH2:29][OH:30])[CH2:25][CH2:24]1.ClCCl. Product: [OH:30][CH2:29][CH:26]1[CH2:27][CH2:28][N:23]([C:9]([O:11][C:12]([CH3:13])([CH3:14])[CH3:15])=[O:10])[CH2:24][CH2:25]1. The catalyst class is: 13. (8) Reactant: C([O:5][C:6](=[O:35])[C@@H:7]([NH:31][C:32](=[O:34])[CH3:33])[CH2:8][C:9]1[CH:14]=[CH:13][C:12]([N:15]2[CH2:19][C:18](=[O:20])[NH:17][S:16]2(=[O:22])=[O:21])=[C:11]([O:23][CH2:24][C:25]2[CH:30]=[CH:29][CH:28]=[CH:27][CH:26]=2)[CH:10]=1)(C)(C)C. The catalyst class is: 137. Product: [C:32]([NH:31][C@@H:7]([CH2:8][C:9]1[CH:14]=[CH:13][C:12]([N:15]2[CH2:19][C:18](=[O:20])[NH:17][S:16]2(=[O:22])=[O:21])=[C:11]([O:23][CH2:24][C:25]2[CH:26]=[CH:27][CH:28]=[CH:29][CH:30]=2)[CH:10]=1)[C:6]([OH:35])=[O:5])(=[O:34])[CH3:33]. (9) Reactant: Cl[CH:2]([CH3:16])[CH2:3][C:4]1[NH:15][C:7]2=[N:8][CH:9]=[CH:10][C:11]([C:12](O)=[O:13])=[C:6]2[N:5]=1.C1CN([P+](ON2N=NC3C=CC=CC2=3)(N2CCCC2)N2CCCC2)CC1.F[P-](F)(F)(F)(F)F.[CH3:50][S:51]([NH:54][C:55]1[CH:63]=[CH:62][C:58]([CH2:59][CH2:60][NH2:61])=[CH:57][CH:56]=1)(=[O:53])=[O:52]. Product: [CH3:50][S:51]([NH:54][C:55]1[CH:63]=[CH:62][C:58]([CH2:59][CH2:60][NH:61][C:12]([C:11]2[CH:10]=[CH:9][N:8]=[C:7]3[NH:15][C:4]([CH:3]4[CH2:2][CH2:16]4)=[N:5][C:6]=23)=[O:13])=[CH:57][CH:56]=1)(=[O:53])=[O:52]. The catalyst class is: 3. (10) Reactant: [C:1]([O:5][C:6](=[O:26])[N:7]([CH2:16][CH2:17][C:18]1[C:23]([Cl:24])=[CH:22][CH:21]=[CH:20][C:19]=1[Cl:25])[CH2:8][C:9]1[CH:14]=[CH:13][CH:12]=[C:11](I)[CH:10]=1)([CH3:4])([CH3:3])[CH3:2].C[O-].[CH2:29]([Sn+](CCCC)CCCC)[CH2:30][CH2:31]C.C(OC=CC(=C)C)(=[O:44])C.C1(C)C=CC=CC=1P(C1C=CC=CC=1C)C1C=CC=CC=1C. Product: [C:1]([O:5][C:6](=[O:26])[N:7]([CH2:16][CH2:17][C:18]1[C:23]([Cl:24])=[CH:22][CH:21]=[CH:20][C:19]=1[Cl:25])[CH2:8][C:9]1[CH:14]=[CH:13][CH:12]=[C:11]([CH2:29][C:30](=[O:44])[CH3:31])[CH:10]=1)([CH3:4])([CH3:3])[CH3:2]. The catalyst class is: 11.